This data is from Full USPTO retrosynthesis dataset with 1.9M reactions from patents (1976-2016). The task is: Predict the reactants needed to synthesize the given product. (1) Given the product [CH3:1][C:2]1[CH:3]=[C:4]([NH:16][C:17]2[C:26]3[C:21](=[CH:22][CH:23]=[CH:24][C:25]=3[O:27][CH2:28][C@H:29]3[CH2:34][O:33][CH2:32][CH2:31][N:30]3[C:39](=[O:38])[CH2:40][OH:41])[N:20]=[CH:19][N:18]=2)[CH:5]=[CH:6][C:7]=1[O:8][C:9]1[CH:10]=[N:11][C:12]([CH3:15])=[CH:13][CH:14]=1, predict the reactants needed to synthesize it. The reactants are: [CH3:1][C:2]1[CH:3]=[C:4]([NH:16][C:17]2[C:26]3[C:21](=[CH:22][CH:23]=[CH:24][C:25]=3[O:27][CH2:28][C@H:29]3[CH2:34][O:33][CH2:32][CH2:31][NH:30]3)[N:20]=[CH:19][N:18]=2)[CH:5]=[CH:6][C:7]=1[O:8][C:9]1[CH:10]=[N:11][C:12]([CH3:15])=[CH:13][CH:14]=1.C([O:38][CH2:39][C:40](Cl)=[O:41])(=O)C. (2) The reactants are: Br[C:2]1[CH:3]=[C:4]([CH:7]=[CH:8][C:9]=1[O:10][CH3:11])[CH:5]=[O:6].[CH3:12][O:13][C:14]1[CH:19]=[CH:18][C:17](B(O)O)=[CH:16][CH:15]=1.[Cl-].[Li+].C(=O)([O-])[O-].[Na+].[Na+]. Given the product [CH3:11][O:10][C:9]1[CH:8]=[CH:7][C:4]([CH:5]=[O:6])=[CH:3][C:2]=1[C:17]1[CH:18]=[CH:19][C:14]([O:13][CH3:12])=[CH:15][CH:16]=1, predict the reactants needed to synthesize it. (3) Given the product [CH3:19][O:20][C:21](=[O:60])[CH2:22][C:23]1[CH:24]=[CH:25][C:26]([C:29]2[CH:34]=[CH:33][C:32]([C:35]([CH2:36][CH3:37])([C:38]3[CH:43]=[CH:42][C:41]([C:44]#[C:45][C:46]4([OH:51])[CH2:50][CH2:49][CH2:48][CH2:47]4)=[C:40]([CH3:56])[CH:39]=3)[CH2:57][CH3:58])=[CH:31][C:30]=2[CH3:59])=[CH:27][CH:28]=1, predict the reactants needed to synthesize it. The reactants are: [F-].C([N+](CCCC)(CCCC)CCCC)CCC.[CH3:19][O:20][C:21](=[O:60])[CH2:22][C:23]1[CH:28]=[CH:27][C:26]([C:29]2[CH:34]=[CH:33][C:32]([C:35]([CH2:57][CH3:58])([C:38]3[CH:43]=[CH:42][C:41]([C:44]#[C:45][C:46]4([O:51][Si](C)(C)C)[CH2:50][CH2:49][CH2:48][CH2:47]4)=[C:40]([CH3:56])[CH:39]=3)[CH2:36][CH3:37])=[CH:31][C:30]=2[CH3:59])=[CH:25][CH:24]=1.O. (4) Given the product [Cl:1][C:2]1[N:3]=[C:4]([NH:17][NH:18][C:26](=[O:27])[C@H:25]([CH2:24][CH:19]2[CH2:20][CH2:21][CH2:22][CH2:23]2)[CH2:29][N:30]([O:31][CH:32]2[CH2:37][CH2:36][CH2:35][CH2:34][O:33]2)[CH:38]=[O:39])[C:5]([F:16])=[C:6]([N:8]([CH3:15])[CH2:9][C:10]2[S:11][CH:12]=[CH:13][N:14]=2)[N:7]=1, predict the reactants needed to synthesize it. The reactants are: [Cl:1][C:2]1[N:7]=[C:6]([N:8]([CH3:15])[CH2:9][C:10]2[S:11][CH:12]=[CH:13][N:14]=2)[C:5]([F:16])=[C:4]([NH:17][NH2:18])[N:3]=1.[CH:19]1([CH2:24][C@H:25]([CH2:29][N:30]([CH:38]=[O:39])[O:31][CH:32]2[CH2:37][CH2:36][CH2:35][CH2:34][O:33]2)[C:26](O)=[O:27])[CH2:23][CH2:22][CH2:21][CH2:20]1.CN1CCOCC1.C1C=NC2N(O)N=NC=2C=1.C(Cl)CCl. (5) Given the product [NH2:24][C:12]1[CH:13]=[N:14][N:15]([CH2:16][CH2:17][O:18][CH2:19][Si:20]([CH3:21])([CH3:23])[CH3:22])[C:11]=1[C:4]1[CH:5]=[C:6]([CH:9]=[CH:10][C:3]=1[O:2][CH3:1])[C:7]#[N:8], predict the reactants needed to synthesize it. The reactants are: [CH3:1][O:2][C:3]1[CH:10]=[CH:9][C:6]([C:7]#[N:8])=[CH:5][C:4]=1[C:11]1[N:15]([CH2:16][CH2:17][O:18][CH2:19][Si:20]([CH3:23])([CH3:22])[CH3:21])[N:14]=[CH:13][C:12]=1[N+:24]([O-])=O.O.[Cl-].[NH4+]. (6) Given the product [NH2:28][C@H:29]([C:37]([NH:43][C@H:11]([C:99]([NH:72][C@H:73]([C:84]([NH:86][C@H:87]([C:95]([O:97][CH3:98])=[O:96])[CH2:88][CH2:89][CH2:90][NH:91][C:92](=[NH:94])[NH2:93])=[O:85])[CH2:74][C:75]1[C:83]2[C:78](=[CH:79][CH:80]=[CH:81][CH:82]=2)[NH:77][CH:76]=1)=[O:100])[CH2:10][C:3]1[C:4]2[C:9](=[CH:8][CH:7]=[CH:6][CH:5]=2)[NH:1][CH:2]=1)=[O:39])[CH2:30][CH2:31][CH2:32][NH:33][C:34](=[NH:36])[NH2:35], predict the reactants needed to synthesize it. The reactants are: [NH:1]1[C:9]2[C:4](=[CH:5][CH:6]=[CH:7][CH:8]=2)[C:3]([CH2:10][C:11](O)=O)=[CH:2]1.N[C@H](C([NH:28][C@H:29]([C:37]([O:39]C)=O)[CH2:30][CH2:31][CH2:32][NH:33][C:34](=[NH:36])[NH2:35])=O)CC1C2C(=CC=CC=2)NC=1.C([N:43](CC)CC)C.CN(C(ON1N=NC2C=CC=CC1=2)=[N+](C)C)C.F[P-](F)(F)(F)(F)F.[NH:72]([C:99](OC(C)(C)C)=[O:100])[C@H:73]([C:84]([NH:86][C@H:87]([C:95]([O:97][CH3:98])=[O:96])[CH2:88][CH2:89][CH2:90][NH:91][C:92](=[NH:94])[NH2:93])=[O:85])[CH2:74][C:75]1[C:83]2[C:78](=[CH:79][CH:80]=[CH:81][CH:82]=2)[NH:77][CH:76]=1. (7) Given the product [C:21]([OH:1])(=[O:22])[CH:23]=[CH2:24].[NH2:34][C:35]([O:33][CH2:26][CH3:31])=[O:36], predict the reactants needed to synthesize it. The reactants are: [O:1]=C=NC1CC(C)(C)CC(C)(CN=C=O)C1.[C:21]1([OH:22])[C:23](=[CH:24][C:21](=[CH:23][CH:24]=1)[OH:22])C.[C:26]1(=[O:33])[CH:31]=CC(=O)C=C1.[N-:34]=[C:35]=[O:36]. (8) Given the product [CH:21]([C:9]1[N:10]=[C:11]2[C:16]([C:17]([F:20])([F:19])[F:18])=[CH:15][CH:14]=[CH:13][N:12]2[C:8]=1[C:5]1[CH:6]=[CH:7][C:2]([C:32]2[CH:31]=[CH:30][CH:29]=[C:28]([S:25]([CH3:24])(=[O:27])=[O:26])[CH:33]=2)=[CH:3][CH:4]=1)([CH3:23])[CH3:22], predict the reactants needed to synthesize it. The reactants are: Br[C:2]1[CH:7]=[CH:6][C:5]([C:8]2[N:12]3[CH:13]=[CH:14][CH:15]=[C:16]([C:17]([F:20])([F:19])[F:18])[C:11]3=[N:10][C:9]=2[CH:21]([CH3:23])[CH3:22])=[CH:4][CH:3]=1.[CH3:24][S:25]([C:28]1[CH:29]=[C:30](B(O)O)[CH:31]=[CH:32][CH:33]=1)(=[O:27])=[O:26].C(=O)([O-])[O-].[Na+].[Na+].